The task is: Predict the product of the given reaction.. This data is from Forward reaction prediction with 1.9M reactions from USPTO patents (1976-2016). (1) Given the reactants O[CH:2]([CH2:8][CH2:9][CH:10]=[CH2:11])[CH:3]([CH3:7])[C:4]([OH:6])=O.C([O-])(=O)C.[K+].C(OC(=O)C)(=O)C, predict the reaction product. The product is: [CH3:7][C@@:3]12[C:4](=[O:6])[CH2:11][C@@H:10]1[CH2:9][CH:8]=[CH:2]2. (2) The product is: [Cl:23][C:24]1[C:25]([C:2]2[N:7]=[C:6]([NH:8][CH2:9][CH:10]3[CH2:15][CH2:14][O:13][CH2:12][CH2:11]3)[C:5]([NH2:16])=[N:4][CH:3]=2)=[CH:26][C:27]([F:30])=[N:28][CH:29]=1. Given the reactants Br[C:2]1[N:7]=[C:6]([NH:8][CH2:9][CH:10]2[CH2:15][CH2:14][O:13][CH2:12][CH2:11]2)[C:5]([NH2:16])=[N:4][CH:3]=1.C([O-])([O-])=O.[Na+].[Na+].[Cl:23][C:24]1[C:25](B(O)O)=[CH:26][C:27]([F:30])=[N:28][CH:29]=1.C(Cl)Cl, predict the reaction product. (3) The product is: [C:31]([O:35][C:36]([C:38]1[CH:49]=[C:48]([O:50][C:51]2[CH:56]=[CH:55][C:54]([C:57]([N:59]3[CH2:62][CH2:61][CH2:60]3)=[O:58])=[C:53]([F:63])[CH:52]=2)[C:41]2[CH2:42][C:43]([CH2:46][O:47][CH3:1])([CH3:45])[O:44][C:40]=2[CH:39]=1)=[O:37])([CH3:32])([CH3:33])[CH3:34]. Given the reactants [C:1](OC(C1C=C(OC2C=CC(S(C)(=O)=O)=CC=2)C2CC(COC)OC=2C=1)=O)(C)(C)C.[C:31]([O:35][C:36]([C:38]1[CH:49]=[C:48]([O:50][C:51]2[CH:56]=[CH:55][C:54]([C:57]([N:59]3[CH2:62][CH2:61][CH2:60]3)=[O:58])=[C:53]([F:63])[CH:52]=2)[C:41]2[CH2:42][C:43]([CH2:46][OH:47])([CH3:45])[O:44][C:40]=2[CH:39]=1)=[O:37])([CH3:34])([CH3:33])[CH3:32].CI, predict the reaction product. (4) Given the reactants [C:1]1([C:7]2[CH:8]=[C:9]3[C:13](=[CH:14][CH:15]=2)[NH:12][C:11]([CH2:16][OH:17])=[CH:10]3)[CH:6]=[CH:5][CH:4]=[CH:3][CH:2]=1.[N-:18]=[C:19]=[O:20].[CH3:21][O:22][C:23](=[O:33])[C@H:24]([CH2:26][C:27]1[CH:32]=[CH:31][CH:30]=[CH:29][CH:28]=1)N.C1COCC1, predict the reaction product. The product is: [CH3:21][O:22][C:23](=[O:33])[C@H:24]([NH:18][C:19]([O:17][CH2:16][C:11]1[NH:12][C:13]2[C:9]([CH:10]=1)=[CH:8][C:7]([C:1]1[CH:2]=[CH:3][CH:4]=[CH:5][CH:6]=1)=[CH:15][CH:14]=2)=[O:20])[CH2:26][C:27]1[CH:28]=[CH:29][CH:30]=[CH:31][CH:32]=1. (5) Given the reactants [CH3:1][C:2]1[CH:7]=[C:6]([CH3:8])[NH:5][C:4](=[O:9])[C:3]=1[CH2:10][NH:11][C:12]([C:14]1[CH:15]=[C:16]([CH:29]2[CH2:32][N:31](C(OC(C)(C)C)=O)[CH2:30]2)[CH:17]=[C:18]([N:21]([CH3:28])[CH:22]2[CH2:27][CH2:26][O:25][CH2:24][CH2:23]2)[C:19]=1[CH3:20])=[O:13].C(O)(C(F)(F)F)=O, predict the reaction product. The product is: [NH:31]1[CH2:30][CH:29]([C:16]2[CH:17]=[C:18]([N:21]([CH3:28])[CH:22]3[CH2:27][CH2:26][O:25][CH2:24][CH2:23]3)[C:19]([CH3:20])=[C:14]([CH:15]=2)[C:12]([NH:11][CH2:10][C:3]2[C:4](=[O:9])[NH:5][C:6]([CH3:8])=[CH:7][C:2]=2[CH3:1])=[O:13])[CH2:32]1. (6) Given the reactants [CH2:1]([O:8][C:9]1[CH:16]=[CH:15][C:12]([CH:13]=[O:14])=[CH:11][CH:10]=1)[C:2]1[CH:7]=[CH:6][CH:5]=[CH:4][CH:3]=1.C[O-].[Na+].CC1C=CC(S([CH2:30][N+:31]#[C-:32])(=O)=O)=CC=1.O, predict the reaction product. The product is: [CH2:1]([O:8][C:9]1[CH:10]=[CH:11][C:12]([C:13]2[O:14][CH:32]=[N:31][CH:30]=2)=[CH:15][CH:16]=1)[C:2]1[CH:3]=[CH:4][CH:5]=[CH:6][CH:7]=1. (7) The product is: [N+:21]([C:14]1[CH:15]=[N:16][C:17]2[C:12]([C:13]=1[NH:24][CH2:25][CH2:26][NH:27][C:28](=[O:34])[O:29][C:30]([CH3:32])([CH3:31])[CH3:33])=[N:11][CH:20]=[CH:19][CH:18]=2)([O-:23])=[O:22]. Given the reactants C(N(C(C)C)CC)(C)C.Cl[N:11]1[CH2:20][CH:19]=[CH:18][C:17]2[N:16]=[CH:15][C:14]([N+:21]([O-:23])=[O:22])=[CH:13][C:12]1=2.[NH2:24][CH2:25][CH2:26][NH:27][C:28](=[O:34])[O:29][C:30]([CH3:33])([CH3:32])[CH3:31], predict the reaction product. (8) Given the reactants [C:1]1([N:7]2[C:11]([NH:12][C:13](=[O:21])OC3C=CC=CC=3)=[C:10]3[CH2:22][S:23][CH2:24][C:9]3=[N:8]2)[CH:6]=[CH:5][CH:4]=[CH:3][CH:2]=1.C1(C2C=CC(COC)=CC=2CN)CC1.[CH3:39][O:40][CH2:41][C:42]1[CH:43]=[CH:44][C:45]([O:50][C:51]([F:54])([F:53])[F:52])=[C:46]([CH2:48][NH2:49])[CH:47]=1, predict the reaction product. The product is: [CH3:39][O:40][CH2:41][C:42]1[CH:43]=[CH:44][C:45]([O:50][C:51]([F:52])([F:53])[F:54])=[C:46]([CH:47]=1)[CH2:48][NH:49][C:13]([NH:12][C:11]1[N:7]([C:1]2[CH:2]=[CH:3][CH:4]=[CH:5][CH:6]=2)[N:8]=[C:9]2[CH2:24][S:23][CH2:22][C:10]=12)=[O:21]. (9) Given the reactants [C:1]([OH:7])([C:3](F)(F)F)=[O:2].[CH3:8][C:9]([CH3:79])([CH3:78])[C@H:10]([NH:71][C:72](=[O:77])[C@@H:73]([NH:75][CH3:76])[CH3:74])[C:11]([N:13]1[C@H:17]([C:18](=[O:30])[NH:19][C@H:20]2[C:29]3[C:24](=[CH:25][CH:26]=[CH:27][CH:28]=3)[CH2:23][CH2:22][CH2:21]2)[CH2:16][C@H:15]([C:31]2[CH:40]=[C:39]3[C:34]([CH2:35][C@@H:36]([C:58]([NH:60][C@H:61]4[C:70]5[C:65](=[CH:66][CH:67]=[CH:68][CH:69]=5)[CH2:64][CH2:63][CH2:62]4)=[O:59])[N:37]([C:41](=[O:57])[C@@H:42]([NH:50][C:51](=[O:56])[C@@H:52]([NH:54][CH3:55])[CH3:53])[C:43]([S:46]CCO)([CH3:45])[CH3:44])[CH2:38]3)=[CH:33][CH:32]=2)[CH2:14]1)=[O:12], predict the reaction product. The product is: [CH3:79][C:9]([CH3:8])([CH3:78])[C@H:10]([NH:71][C:72](=[O:77])[C@@H:73]([NH:75][CH3:76])[CH3:74])[C:11]([N:13]1[C@H:17]([C:18](=[O:30])[NH:19][C@H:20]2[C:29]3[C:24](=[CH:25][CH:26]=[CH:27][CH:28]=3)[CH2:23][CH2:22][CH2:21]2)[CH2:16][C@H:15]([C:31]2[CH:40]=[C:39]3[C:34]([CH2:35][C@@H:36]([C:58](=[O:59])[NH:60][C@H:61]4[C:70]5[C:65](=[CH:66][CH:67]=[CH:68][CH:69]=5)[CH2:64][CH2:63][CH2:62]4)[N:37]([C:41](=[O:57])[C@@H:42]([NH:50][C:51](=[O:56])[C@@H:52]([NH:54][CH3:55])[CH3:53])[C:43]([S:46][CH2:3][C:1]([OH:7])=[O:2])([CH3:44])[CH3:45])[CH2:38]3)=[CH:33][CH:32]=2)[CH2:14]1)=[O:12]. (10) Given the reactants [CH3:1][C:2]1[C:3]2[C:8]([N:9]=[C:10]3[C:15]=1[CH:14]=[CH:13][CH:12]=[CH:11]3)=[CH:7][CH:6]=[CH:5][CH:4]=2.C1C(=O)N([Br:23])C(=O)C1, predict the reaction product. The product is: [Br:23][CH2:1][C:2]1[C:15]2[C:10]([N:9]=[C:8]3[C:3]=1[CH:4]=[CH:5][CH:6]=[CH:7]3)=[CH:11][CH:12]=[CH:13][CH:14]=2.